Predict the reactants needed to synthesize the given product. From a dataset of Full USPTO retrosynthesis dataset with 1.9M reactions from patents (1976-2016). Given the product [Cl:11][C:8]1[CH:9]=[CH:10][C:5]2[NH:4][C:3](=[O:17])[CH:2]([CH:13]([CH3:15])[CH3:14])[O:12][C:6]=2[CH:7]=1, predict the reactants needed to synthesize it. The reactants are: Br[CH:2]([CH:13]([CH3:15])[CH3:14])[CH2:3][N-:4][C:5]1[CH:10]=[CH:9][C:8]([Cl:11])=[CH:7][C:6]=1[OH:12].C(=O)([O-])[O-:17].[K+].[K+].O.Cl.